Dataset: Full USPTO retrosynthesis dataset with 1.9M reactions from patents (1976-2016). Task: Predict the reactants needed to synthesize the given product. (1) The reactants are: [H-].[Na+].[NH:3]1[C:11]2[C:6](=[CH:7][CH:8]=[CH:9][CH:10]=2)[C:5]([CH2:12][C:13]#[N:14])=[CH:4]1.Br[CH2:16][CH2:17][CH2:18][O:19]C(=O)C.[OH-:23].[K+].Cl. Given the product [OH:19][CH2:18][CH2:17][CH2:16][NH:14][C:13](=[O:23])[CH2:12][C:5]1[C:6]2[C:11](=[CH:10][CH:9]=[CH:8][CH:7]=2)[NH:3][CH:4]=1, predict the reactants needed to synthesize it. (2) Given the product [F:15][C:5]([F:4])([F:14])[C:6]1[NH:10][N:9]=[CH:8][C:7]=1[C:11]([OH:13])=[O:12], predict the reactants needed to synthesize it. The reactants are: O.[OH-].[Li+].[F:4][C:5]([F:15])([F:14])[C:6]1[NH:10][N:9]=[CH:8][C:7]=1[C:11]([O-:13])=[O:12].CO.Cl.